This data is from Peptide-MHC class II binding affinity with 134,281 pairs from IEDB. The task is: Regression. Given a peptide amino acid sequence and an MHC pseudo amino acid sequence, predict their binding affinity value. This is MHC class II binding data. (1) The peptide sequence is PPAGTRKIMKVVNRW. The MHC is HLA-DQA10201-DQB10402 with pseudo-sequence HLA-DQA10201-DQB10402. The binding affinity (normalized) is 0.664. (2) The peptide sequence is VAWQVKLLPVPPTVT. The MHC is HLA-DPA10301-DPB10402 with pseudo-sequence HLA-DPA10301-DPB10402. The binding affinity (normalized) is 0.713. (3) The peptide sequence is KFDSQLARRHMARELH. The MHC is DRB1_0301 with pseudo-sequence DRB1_0301. The binding affinity (normalized) is 0.0707. (4) The MHC is HLA-DPA10103-DPB10201 with pseudo-sequence HLA-DPA10103-DPB10201. The binding affinity (normalized) is 0.317. The peptide sequence is EPGHLAPTGMFVAAA. (5) The peptide sequence is EKKYFAATQFEGLAA. The MHC is HLA-DPA10103-DPB10601 with pseudo-sequence HLA-DPA10103-DPB10601. The binding affinity (normalized) is 0.839.